Dataset: Reaction yield outcomes from USPTO patents with 853,638 reactions. Task: Predict the reaction yield, written as a fraction of the theoretical maximum amount of product (1.0 means a 100% yield; for example, 0.34 means a 34% yield). (1) The reactants are [NH2:1][C:2]1[CH:10]=[CH:9][C:5]([C:6]([OH:8])=O)=[CH:4][N:3]=1.[CH:11]([NH2:14])([CH3:13])[CH3:12].C(P(O)(=O)O)CC.C(N(CC)CC)C.C(=O)(O)[O-].[Na+]. The catalyst is C(Cl)(Cl)Cl. The product is [NH2:1][C:2]1[CH:10]=[CH:9][C:5]([C:6]([NH:14][CH:11]([CH3:13])[CH3:12])=[O:8])=[CH:4][N:3]=1. The yield is 0.0800. (2) The reactants are [F:1][C:2]1[C:11]2[O:10][CH2:9][CH2:8][O:7][C:6]=2[C:5]([F:12])=[CH:4][C:3]=1[CH2:13]OC1CCCCO1.P(Br)(Br)[Br:22]. The catalyst is C1(C)C=CC=CC=1. The product is [Br:22][CH2:13][C:3]1[CH:4]=[C:5]([F:12])[C:6]2[O:7][CH2:8][CH2:9][O:10][C:11]=2[C:2]=1[F:1]. The yield is 0.960.